Dataset: CYP2C19 inhibition data for predicting drug metabolism from PubChem BioAssay. Task: Regression/Classification. Given a drug SMILES string, predict its absorption, distribution, metabolism, or excretion properties. Task type varies by dataset: regression for continuous measurements (e.g., permeability, clearance, half-life) or binary classification for categorical outcomes (e.g., BBB penetration, CYP inhibition). Dataset: cyp2c19_veith. (1) The compound is Cc1ccc(S(=O)(=O)O)cc1.O=C1C(c2ccccn2)=[N+]([O-])c2ccccc21. The result is 0 (non-inhibitor). (2) The drug is COC(=O)[C@@]1(Cc2ccc(OC)cc2)[C@H]2c3cc(C(=O)N4CCCC4)n(CCc4c[nH]c5cc(F)ccc45)c3C[C@H]2CN1C(=O)c1ccccc1. The result is 1 (inhibitor). (3) The molecule is N#Cc1ccccc1-c1ccc2ncnc(NCc3cccnc3)c2c1. The result is 1 (inhibitor). (4) The molecule is NS(=O)(=O)Cc1ccc([As](=O)(O)O)cc1. The result is 0 (non-inhibitor). (5) The result is 1 (inhibitor). The molecule is Cc1ccc(CN2CC34C=CC(O3)C(C(=O)NCc3ccco3)C4C2=O)cc1. (6) The compound is COc1ccccc1CNc1ncnc2ccc(-c3ccccc3CN(C)C)cc12. The result is 0 (non-inhibitor).